Dataset: Reaction yield outcomes from USPTO patents with 853,638 reactions. Task: Predict the reaction yield, written as a fraction of the theoretical maximum amount of product (1.0 means a 100% yield; for example, 0.34 means a 34% yield). (1) The reactants are [Br:1][CH2:2][CH2:3][CH2:4][O:5][C:6]1[CH:11]=[CH:10][CH:9]=[CH:8][CH:7]=1.[O:12]=[C:13]([O:31][C@@H:32]1[CH:37]2[CH2:38][CH2:39][N:34]([CH2:35][CH2:36]2)[CH2:33]1)[CH:14]([NH:21][C:22]1[CH:26]=[CH:25][S:24][C:23]=1[C:27]([O:29][CH3:30])=[O:28])[C:15]1[CH:20]=[CH:19][CH:18]=[CH:17][CH:16]=1. The catalyst is CCOC(C)=O. The product is [Br-:1].[CH3:30][O:29][C:27]([C:23]1[S:24][CH:25]=[CH:26][C:22]=1[NH:21][CH:14]([C:15]1[CH:20]=[CH:19][CH:18]=[CH:17][CH:16]=1)[C:13]([O:31][C@@H:32]1[CH:37]2[CH2:36][CH2:35][N+:34]([CH2:2][CH2:3][CH2:4][O:5][C:6]3[CH:11]=[CH:10][CH:9]=[CH:8][CH:7]=3)([CH2:39][CH2:38]2)[CH2:33]1)=[O:12])=[O:28]. The yield is 0.329. (2) The reactants are [NH:1]1[CH2:6][CH2:5][CH2:4][CH2:3][CH2:2]1.[CH3:7][O:8][C:9]1[CH:14]=[CH:13][C:12]([C:15]2[S:19][C:18]([C:20](OCC)=[O:21])=[N:17][C:16]=2[CH3:25])=[CH:11][CH:10]=1.C(O)C. The catalyst is C(OCC)(=O)C. The product is [CH3:7][O:8][C:9]1[CH:10]=[CH:11][C:12]([C:15]2[S:19][C:18]([C:20]([N:1]3[CH2:6][CH2:5][CH2:4][CH2:3][CH2:2]3)=[O:21])=[N:17][C:16]=2[CH3:25])=[CH:13][CH:14]=1. The yield is 0.730. (3) The reactants are [Br:1][C:2]1[S:6][C:5]([CH2:7][S:8](CCC(OC)=O)(=[O:10])=[O:9])=[N:4][CH:3]=1.C[O-].[Na+].CC([O-])=O.[Na+].[NH2:25]OS(O)(=O)=O. The catalyst is C1COCC1.O. The product is [Br:1][C:2]1[S:6][C:5]([CH2:7][S:8]([NH2:25])(=[O:10])=[O:9])=[N:4][CH:3]=1. The yield is 0.480. (4) The reactants are Br[C:2]1[CH:7]=[CH:6][C:5]([N:8]2[C:12]3[CH:13]=[CH:14][CH:15]=[CH:16][C:11]=3[N:10]=[C:9]2[CH3:17])=[CH:4][CH:3]=1.[CH:18]1[C:27]2[C:22](=[CH:23][CH:24]=[CH:25][CH:26]=2)[CH:21]=[CH:20][C:19]=1[C:28]1[C:41]2[C:36](=[CH:37][CH:38]=[CH:39][CH:40]=2)[C:35](B(O)O)=[C:34]2[C:29]=1[CH:30]=[CH:31][CH:32]=[CH:33]2.COCCOC.C(=O)([O-])[O-].[Na+].[Na+]. The catalyst is [Pd].C1(P(C2C=CC=CC=2)C2C=CC=CC=2)C=CC=CC=1.C1(P(C2C=CC=CC=2)C2C=CC=CC=2)C=CC=CC=1.C1(P(C2C=CC=CC=2)C2C=CC=CC=2)C=CC=CC=1.C1(P(C2C=CC=CC=2)C2C=CC=CC=2)C=CC=CC=1.ClCCl. The product is [CH:18]1[C:27]2[C:22](=[CH:23][CH:24]=[CH:25][CH:26]=2)[CH:21]=[CH:20][C:19]=1[C:28]1[C:29]2[C:34](=[CH:33][CH:32]=[CH:31][CH:30]=2)[C:35]([C:2]2[CH:7]=[CH:6][C:5]([N:8]3[C:12]4[CH:13]=[CH:14][CH:15]=[CH:16][C:11]=4[N:10]=[C:9]3[CH3:17])=[CH:4][CH:3]=2)=[C:36]2[C:41]=1[CH:40]=[CH:39][CH:38]=[CH:37]2. The yield is 0.490. (5) The reactants are [CH3:1][C:2]1[NH:6][N:5]=[CH:4][C:3]=1[C:7]1[CH:12]=[CH:11][CH:10]=[CH:9][CH:8]=1.[CH2:13](N1C=C(C2C=CC=CC=2)C(C)=N1)[CH2:14][C:15]#[CH:16]. No catalyst specified. The product is [CH2:16]([N:6]1[C:2]([CH3:1])=[C:3]([C:7]2[CH:8]=[CH:9][CH:10]=[CH:11][CH:12]=2)[CH:4]=[N:5]1)[CH2:15][C:14]#[CH:13]. The yield is 0.420. (6) The reactants are [CH3:1][C:2]1[CH:3]=[C:4]([C:8]([N:10]=[C:11]=[S:12])=[O:9])[CH:5]=[CH:6][CH:7]=1.[CH3:13][O:14][C:15]1[CH:16]=[C:17]2[C:22](=[CH:23][C:24]=1[O:25][CH3:26])[N:21]=[CH:20][CH:19]=[C:18]2[O:27][C:28]1[CH:34]=[CH:33][C:31]([NH2:32])=[CH:30][C:29]=1[CH3:35].C1(C)C=CC=CC=1. The catalyst is C(O)C. The product is [CH3:13][O:14][C:15]1[CH:16]=[C:17]2[C:22](=[CH:23][C:24]=1[O:25][CH3:26])[N:21]=[CH:20][CH:19]=[C:18]2[O:27][C:28]1[CH:34]=[CH:33][C:31]([NH:32][C:11]([NH:10][C:8](=[O:9])[C:4]2[CH:5]=[CH:6][CH:7]=[C:2]([CH3:1])[CH:3]=2)=[S:12])=[CH:30][C:29]=1[CH3:35]. The yield is 0.830.